Dataset: Forward reaction prediction with 1.9M reactions from USPTO patents (1976-2016). Task: Predict the product of the given reaction. (1) Given the reactants O[CH2:2][CH2:3][CH2:4][CH2:5][C:6]1[N:10]([CH3:11])[N:9]=[C:8]([C:12]([NH2:14])=O)[CH:7]=1.C(=O)([O-])[O-].[Na+].[Na+].[OH-].[Na+].P(Cl)(Cl)([Cl:25])=O, predict the reaction product. The product is: [Cl:25][CH2:2][CH2:3][CH2:4][CH2:5][C:6]1[N:10]([CH3:11])[N:9]=[C:8]([C:12]#[N:14])[CH:7]=1. (2) The product is: [Cl:33][C:34]1[CH:40]=[CH:39][C:37]([NH:38][C:20]([C:16]2([F:23])[CH2:17][CH2:18][CH2:19][N:14]([C:12]([O:11][C:7]([CH3:8])([CH3:9])[CH3:10])=[O:13])[CH2:15]2)=[O:22])=[CH:36][CH:35]=1. Given the reactants C(Cl)(=O)C(Cl)=O.[C:7]([O:11][C:12]([N:14]1[CH2:19][CH2:18][CH2:17][C:16]([F:23])([C:20]([OH:22])=O)[CH2:15]1)=[O:13])([CH3:10])([CH3:9])[CH3:8].C(N(C(C)C)CC)(C)C.[Cl:33][C:34]1[CH:40]=[CH:39][C:37]([NH2:38])=[CH:36][CH:35]=1, predict the reaction product. (3) Given the reactants [NH2:1][C:2]1[CH:3]=[CH:4][C:5]([CH3:9])=[CH:6][C:7]=1[OH:8].Br[C:11]([CH3:16])([CH3:15])[C:12](Br)=[O:13], predict the reaction product. The product is: [CH3:15][C:11]1([CH3:16])[C:12](=[O:13])[NH:1][C:2]2[CH:3]=[CH:4][C:5]([CH3:9])=[CH:6][C:7]=2[O:8]1. (4) Given the reactants [H-].[Al+3].[Li+].[H-].[H-].[H-].[CH2:7]([CH:9]1[CH2:12][CH:11]([N:13]2[CH:17]=[C:16]([C:18](OCC)=[O:19])[N:15]=[CH:14]2)[CH2:10]1)[CH3:8], predict the reaction product. The product is: [CH2:7]([CH:9]1[CH2:10][CH:11]([N:13]2[CH:17]=[C:16]([CH2:18][OH:19])[N:15]=[CH:14]2)[CH2:12]1)[CH3:8].